This data is from Catalyst prediction with 721,799 reactions and 888 catalyst types from USPTO. The task is: Predict which catalyst facilitates the given reaction. (1) Reactant: C(OC([N:8]1[CH2:12][C@@H:11]([C:13]2[CH:18]=[CH:17][CH:16]=[C:15]([CH:19]([CH3:21])[CH3:20])[CH:14]=2)[C@H:10]([CH2:22][N:23]([C:30]2[CH:35]=[CH:34][C:33]([Cl:36])=[CH:32][CH:31]=2)[C:24]2[CH:29]=[CH:28][CH:27]=[CH:26][CH:25]=2)[CH2:9]1)=O)(C)(C)C. Product: [Cl:36][C:33]1[CH:32]=[CH:31][C:30]([N:23]([CH2:22][C@@H:10]2[C@H:11]([C:13]3[CH:18]=[CH:17][CH:16]=[C:15]([CH:19]([CH3:21])[CH3:20])[CH:14]=3)[CH2:12][NH:8][CH2:9]2)[C:24]2[CH:25]=[CH:26][CH:27]=[CH:28][CH:29]=2)=[CH:35][CH:34]=1. The catalyst class is: 393. (2) Reactant: [C:1]1([N:7]2[C:12](=[O:13])[C:11]3[S:14][CH:15]=[C:16]([C:17]4[CH:22]=[CH:21][CH:20]=[CH:19][CH:18]=4)[C:10]=3[N:9]=[CH:8]2)[CH:6]=[CH:5][CH:4]=[CH:3][CH:2]=1.N[C:24]1C(C2C=CC=CC=2)=CS[C:25]=1C(OC)=O.C(OCC)(OCC)OCC.NC1C=CC(C=C)=CC=1. Product: [C:17]1([C:16]2[C:10]3[N:9]=[CH:8][N:7]([C:1]4[CH:6]=[CH:5][C:4]([CH:24]=[CH2:25])=[CH:3][CH:2]=4)[C:12](=[O:13])[C:11]=3[S:14][CH:15]=2)[CH:18]=[CH:19][CH:20]=[CH:21][CH:22]=1. The catalyst class is: 15. (3) Reactant: N1([CH:10]=[O:11])C2C=CC=CC=2N=N1.[Cl:12][C:13]1[CH:19]=[C:18]([Cl:20])[CH:17]=[CH:16][C:14]=1[NH2:15]. Product: [Cl:12][C:13]1[CH:19]=[C:18]([Cl:20])[CH:17]=[CH:16][C:14]=1[NH:15][CH:10]=[O:11]. The catalyst class is: 7. (4) Reactant: [Cl:1][C:2]1[CH:10]=[C:9]2[C:5]([C:6]([C:11]([O:13]CC)=[O:12])=[N:7][NH:8]2)=[CH:4][C:3]=1[C:16]1[CH:21]=[CH:20][C:19]([N:22]2[CH2:27][CH2:26][O:25][CH2:24][CH2:23]2)=[CH:18][CH:17]=1.[OH-].[Na+]. Product: [Cl:1][C:2]1[CH:10]=[C:9]2[C:5]([C:6]([C:11]([OH:13])=[O:12])=[N:7][NH:8]2)=[CH:4][C:3]=1[C:16]1[CH:21]=[CH:20][C:19]([N:22]2[CH2:23][CH2:24][O:25][CH2:26][CH2:27]2)=[CH:18][CH:17]=1. The catalyst class is: 8. (5) Reactant: [O:1]1CCO[CH:2]1[C:6]1[S:7][C:8]([CH:11]([OH:13])[CH3:12])=[CH:9][N:10]=1.Cl.C(=O)([O-])O.[Na+]. Product: [OH:13][CH:11]([C:8]1[S:7][C:6]([CH:2]=[O:1])=[N:10][CH:9]=1)[CH3:12]. The catalyst class is: 21. (6) Reactant: Cl[C:2]([O:4][CH2:5][CH3:6])=[O:3].[Br:7][C:8]1[N:12]([CH3:13])[CH:11]=[N:10][CH:9]=1. Product: [CH2:5]([O:4][C:2]([C:11]1[N:12]([CH3:13])[C:8]([Br:7])=[CH:9][N:10]=1)=[O:3])[CH3:6]. The catalyst class is: 23. (7) Product: [CH2:30]([O:29][C:22]1[CH:21]=[C:20]([C:18](=[O:19])[CH2:17][CH2:16][C:15]([NH:14][C:4]2[CH:3]=[C:2]([C:68]3[CH:69]=[C:70]([O:74][CH3:75])[C:71]([O:72][CH3:73])=[C:66]([O:65][CH3:64])[CH:67]=3)[CH:7]=[C:6]([C:8]3[CH:13]=[CH:12][CH:11]=[CH:10][CH:9]=3)[N:5]=2)=[O:32])[CH:25]=[CH:24][C:23]=1[O:26][CH2:27][CH3:28])[CH3:31]. The catalyst class is: 110. Reactant: Cl[C:2]1[CH:7]=[C:6]([C:8]2[CH:13]=[CH:12][CH:11]=[CH:10][CH:9]=2)[N:5]=[C:4]([NH:14][C:15](=[O:32])[CH2:16][CH2:17][C:18]([C:20]2[CH:25]=[CH:24][C:23]([O:26][CH2:27][CH3:28])=[C:22]([O:29][CH2:30][CH3:31])[CH:21]=2)=[O:19])[CH:3]=1.C1(C2C=CC=CC=2)C=CC=CC=1P(C1CCCCC1)C1CCCCC1.C(=O)([O-])[O-].[K+].[K+].[CH3:64][O:65][C:66]1[CH:67]=[C:68](B(O)O)[CH:69]=[C:70]([O:74][CH3:75])[C:71]=1[O:72][CH3:73]. (8) Reactant: [CH3:1][S-:2].[Na+].Cl[C:5]1[N:10]=[C:9]([C:11]2[CH:16]=[CH:15][CH:14]=[CH:13][CH:12]=2)[CH:8]=[CH:7][N:6]=1.ClC1N=CC=CN=1. Product: [CH3:1][S:2][C:5]1[N:10]=[C:9]([C:11]2[CH:16]=[CH:15][CH:14]=[CH:13][CH:12]=2)[CH:8]=[CH:7][N:6]=1. The catalyst class is: 18. (9) Reactant: [C:1]([O:5][C:6]([N:8]1[CH2:13][CH2:12][NH:11][CH2:10][CH2:9]1)=[O:7])([CH3:4])([CH3:3])[CH3:2].C(=O)([O-])[O-].[K+].[K+].[I-].[Na+].Br[CH2:23][CH2:24][F:25]. Product: [C:1]([O:5][C:6]([N:8]1[CH2:13][CH2:12][N:11]([CH2:23][CH2:24][F:25])[CH2:10][CH2:9]1)=[O:7])([CH3:4])([CH3:2])[CH3:3]. The catalyst class is: 12.